From a dataset of Forward reaction prediction with 1.9M reactions from USPTO patents (1976-2016). Predict the product of the given reaction. (1) The product is: [Cl:19][C:16]1[CH:17]=[CH:18][C:13]2[CH2:12][N:10]([CH3:11])[CH2:9][CH:8]([C:4]3[CH:5]=[CH:6][CH:7]=[C:2]([Cl:1])[CH:3]=3)[O:21][C:14]=2[N:15]=1. Given the reactants [Cl:1][C:2]1[CH:3]=[C:4]([CH:8]([OH:21])[CH2:9][N:10]([CH2:12][C:13]2[C:14](Cl)=[N:15][C:16]([Cl:19])=[CH:17][CH:18]=2)[CH3:11])[CH:5]=[CH:6][CH:7]=1.[H-].[Na+].O.C(Cl)Cl, predict the reaction product. (2) Given the reactants C([O:4][CH:5]([CH2:21][CH2:22][S:23]([CH3:25])=[O:24])[C:6]([NH:8][CH2:9][CH2:10][CH2:11][CH2:12][CH2:13][CH2:14][CH2:15][CH2:16][CH2:17][CH2:18][CH2:19][CH3:20])=[O:7])(=O)C.[OH-].[Na+], predict the reaction product. The product is: [CH2:9]([NH:8][C:6](=[O:7])[CH:5]([OH:4])[CH2:21][CH2:22][S:23]([CH3:25])=[O:24])[CH2:10][CH2:11][CH2:12][CH2:13][CH2:14][CH2:15][CH2:16][CH2:17][CH2:18][CH2:19][CH3:20]. (3) Given the reactants [C:1]([NH:4][CH2:5][CH:6]1[O:10][C:9](=[O:11])[N:8]([C:12]2[CH:17]=[CH:16][C:15]([C:18]3[CH:23]=[CH:22][C:21]([CH2:24]OS(C)(=O)=O)=[CH:20][CH:19]=3)=[C:14]([F:30])[CH:13]=2)[CH2:7]1)(=[O:3])[CH3:2].[N-:31]=[N+:32]=[N-:33].[Na+].O, predict the reaction product. The product is: [N:31]([CH2:24][C:21]1[CH:20]=[CH:19][C:18]([C:15]2[CH:16]=[CH:17][C:12]([N:8]3[CH2:7][CH:6]([CH2:5][NH:4][C:1](=[O:3])[CH3:2])[O:10][C:9]3=[O:11])=[CH:13][C:14]=2[F:30])=[CH:23][CH:22]=1)=[N+:32]=[N-:33]. (4) Given the reactants [CH3:1][O:2][C:3]1([O:27][CH3:28])[CH2:8][CH2:7][N:6]([C:9]2[CH:14]=[CH:13][C:12]([N:15]3[CH2:19][C@@H:18]([CH2:20][N:21]=[N+]=[N-])[O:17][C:16]3=[O:24])=[CH:11][C:10]=2[F:25])[CH2:5][CH:4]1[F:26], predict the reaction product. The product is: [CH3:28][O:27][C:3]1([O:2][CH3:1])[CH2:8][CH2:7][N:6]([C:9]2[CH:14]=[CH:13][C:12]([N:15]3[CH2:19][C@H:18]([CH2:20][NH2:21])[O:17][C:16]3=[O:24])=[CH:11][C:10]=2[F:25])[CH2:5][CH:4]1[F:26]. (5) Given the reactants [CH2:1]([NH:3][C:4]1[C:8]2[C:9]([O:13][CH3:14])=[CH:10][CH:11]=[CH:12][C:7]=2[S:6][N:5]=1)[CH3:2].ClC1C=CC=C(C(OO)=[O:23])C=1, predict the reaction product. The product is: [CH2:1]([NH:3][C:4]1[C:8]2[C:9]([O:13][CH3:14])=[CH:10][CH:11]=[CH:12][C:7]=2[S:6](=[O:23])[N:5]=1)[CH3:2]. (6) Given the reactants Cl.O.[OH:3][C:4]12[C:15]3[C:10](=[CH:11][CH:12]=[CH:13][C:14]=3[N+:16]([O-])=O)[C:9](=[O:19])[C:8]1([NH:20][C:21]([C:23]1[C:24]3[CH:34]=[N:33][N:32]([CH:35]([CH3:37])[CH3:36])[C:25]=3[N:26]=[C:27]([CH:29]([CH3:31])[CH3:30])[CH:28]=1)=[O:22])[C:7]1[CH:38]=[CH:39][C:40]([CH:42]([CH3:44])[CH3:43])=[CH:41][C:6]=1[O:5]2, predict the reaction product. The product is: [NH2:16][C:14]1[CH:13]=[CH:12][CH:11]=[C:10]2[C:15]=1[C:4](=[O:3])[C:8]1([NH:20][C:21]([C:23]3[C:24]4[CH:34]=[N:33][N:32]([CH:35]([CH3:36])[CH3:37])[C:25]=4[N:26]=[C:27]([CH:29]([CH3:30])[CH3:31])[CH:28]=3)=[O:22])[C:7]3[CH:38]=[CH:39][C:40]([CH:42]([CH3:43])[CH3:44])=[CH:41][C:6]=3[O:5][C:9]12[OH:19]. (7) Given the reactants [C:1]([C:3](=[C:8]([NH:11][C:12]1[CH:17]=[CH:16][CH:15]=[C:14]([F:18])[CH:13]=1)SC)[C:4]([O:6]C)=O)#[N:2].Cl.[CH:20]1([CH2:25][C:26]([NH2:28])=[NH:27])[CH2:24][CH2:23][CH2:22][CH2:21]1.C(=O)([O-])[O-].[K+].[K+], predict the reaction product. The product is: [CH:20]1([CH2:25][C:26]2[NH:28][C:4](=[O:6])[C:3]([C:1]#[N:2])=[C:8]([NH:11][C:12]3[CH:17]=[CH:16][CH:15]=[C:14]([F:18])[CH:13]=3)[N:27]=2)[CH2:24][CH2:23][CH2:22][CH2:21]1. (8) Given the reactants C[O:2][C:3](=[O:40])[CH2:4][CH2:5][NH:6][C:7](=[O:39])[C:8]1[CH:13]=[CH:12][C:11]([C:14]([CH2:36][CH:37]=[CH2:38])([CH2:18][O:19][C:20]2[CH:25]=[CH:24][C:23]([C:26]3[CH:31]=[CH:30][C:29]([C:32]([F:35])([F:34])[F:33])=[CH:28][CH:27]=3)=[CH:22][CH:21]=2)[CH2:15][CH:16]=[CH2:17])=[CH:10][CH:9]=1.[Li+].[OH-].Cl, predict the reaction product. The product is: [CH2:15]([C:14]([C:11]1[CH:10]=[CH:9][C:8]([C:7]([NH:6][CH2:5][CH2:4][C:3]([OH:40])=[O:2])=[O:39])=[CH:13][CH:12]=1)([CH2:18][O:19][C:20]1[CH:21]=[CH:22][C:23]([C:26]2[CH:31]=[CH:30][C:29]([C:32]([F:34])([F:35])[F:33])=[CH:28][CH:27]=2)=[CH:24][CH:25]=1)[CH2:36][CH:37]=[CH2:38])[CH:16]=[CH2:17]. (9) Given the reactants C([N:3](CC)CC)C.ClC(OCC)=O.[C:14]([N:21]1[CH2:26][CH2:25][CH2:24][C@H:23]([C:27]([OH:29])=O)[CH2:22]1)([O:16][C:17]([CH3:20])([CH3:19])[CH3:18])=[O:15], predict the reaction product. The product is: [C:17]([O:16][C:14]([N:21]1[CH2:26][CH2:25][CH2:24][C@H:23]([C:27](=[O:29])[NH2:3])[CH2:22]1)=[O:15])([CH3:20])([CH3:19])[CH3:18]. (10) Given the reactants Cl[C:2]1[C:3]2[N:4]([CH:11]=[CH:12][CH:13]=2)[N:5]=[CH:6][C:7]=1[C:8]([NH2:10])=[O:9].[NH2:14][CH:15]1[CH2:19][CH2:18][C:17](=[O:20])[C:16]1([CH3:22])[CH3:21], predict the reaction product. The product is: [CH3:21][C:16]1([CH3:22])[C:17](=[O:20])[CH2:18][CH2:19][CH:15]1[NH:14][C:2]1[C:3]2[N:4]([CH:11]=[CH:12][CH:13]=2)[N:5]=[CH:6][C:7]=1[C:8]([NH2:10])=[O:9].